From a dataset of Forward reaction prediction with 1.9M reactions from USPTO patents (1976-2016). Predict the product of the given reaction. (1) Given the reactants [OH:1][CH2:2][C@@H:3]1[S:8][CH2:7][C@@H:6]([CH3:9])[NH:5][C:4]1=[O:10].N1C=CN=C1.[C:16]([Si:20](Cl)([C:27]1[CH:32]=[CH:31][CH:30]=[CH:29][CH:28]=1)[C:21]1[CH:26]=[CH:25][CH:24]=[CH:23][CH:22]=1)([CH3:19])([CH3:18])[CH3:17].O, predict the reaction product. The product is: [Si:20]([O:1][CH2:2][C@@H:3]1[S:8][CH2:7][C@@H:6]([CH3:9])[NH:5][C:4]1=[O:10])([C:16]([CH3:19])([CH3:18])[CH3:17])([C:27]1[CH:28]=[CH:29][CH:30]=[CH:31][CH:32]=1)[C:21]1[CH:26]=[CH:25][CH:24]=[CH:23][CH:22]=1. (2) Given the reactants [C:1](Cl)(=[O:5])[CH2:2][CH2:3][CH3:4].[Cl-].[Cl:8][C:9]1[CH:14]=[CH:13][C:12]([NH:15][C:16]([C:18]2[N:22]([CH3:23])[N:21]=[C:20]([C:24]([F:30])([F:29])[C:25]([F:28])([F:27])[F:26])[C:19]=2[C:31]([F:34])([F:33])[F:32])=[O:17])=[CH:11][C:10]=1[CH2:35][NH3+:36].N1C=CC=CC=1, predict the reaction product. The product is: [C:1]([NH:36][CH2:35][C:10]1[CH:11]=[C:12]([NH:15][C:16]([C:18]2[N:22]([CH3:23])[N:21]=[C:20]([C:24]([F:29])([F:30])[C:25]([F:28])([F:26])[F:27])[C:19]=2[C:31]([F:32])([F:33])[F:34])=[O:17])[CH:13]=[CH:14][C:9]=1[Cl:8])(=[O:5])[CH2:2][CH2:3][CH3:4]. (3) Given the reactants Br[C:2]1[C:6]2[N:7]=[CH:8][N:9]=[C:10]([C:11]3[CH:16]=[CH:15][C:14]([NH:17][C:18](=[O:24])[O:19][C:20]([CH3:23])([CH3:22])[CH3:21])=[CH:13][CH:12]=3)[C:5]=2[S:4][CH:3]=1.CC1(C)C(C)(C)OB([C:33]2[CH:38]=[CH:37][C:36]([CH2:39][C:40]([O:42][CH3:43])=[O:41])=[CH:35][CH:34]=2)O1.C(=O)([O-])[O-].[Na+].[Na+].O1CCOCC1, predict the reaction product. The product is: [C:20]([O:19][C:18]([NH:17][C:14]1[CH:15]=[CH:16][C:11]([C:10]2[C:5]3[S:4][CH:3]=[C:2]([C:33]4[CH:38]=[CH:37][C:36]([CH2:39][C:40]([O:42][CH3:43])=[O:41])=[CH:35][CH:34]=4)[C:6]=3[N:7]=[CH:8][N:9]=2)=[CH:12][CH:13]=1)=[O:24])([CH3:23])([CH3:22])[CH3:21]. (4) Given the reactants [CH2:1]([O:4][C:5]1([CH3:50])[CH2:10][CH2:9][N:8]([C:11]2[N:16]3[N:17]=[C:18]([C:20]4[CH:21]=[C:22]([C:26]5[CH:31]=[C:30]([F:32])[CH:29]=[CH:28][C:27]=5[O:33][C@H:34]([CH2:36][CH:37]=[CH2:38])[CH3:35])[CH:23]=[CH:24][CH:25]=4)[CH:19]=[C:15]3[N:14]=[C:13]([CH3:39])[C:12]=2[C@H:40]([O:45][C:46]([CH3:49])([CH3:48])[CH3:47])[C:41]([O:43][CH3:44])=[O:42])[CH2:7][CH2:6]1)C=C.[BH4-].[Na+], predict the reaction product. The product is: [C:46]([O:45][C@@H:40]([C:12]1[C:13]([CH3:39])=[N:14][C:15]2=[CH:19][C:18]3=[N:17][N:16]2[C:11]=1[N:8]1[CH2:7][CH2:6][C:5]([CH3:50])([O:4][CH2:1][CH2:38][CH2:37][CH2:36][C@H:34]([CH3:35])[O:33][C:27]2[CH:28]=[CH:29][C:30]([F:32])=[CH:31][C:26]=2[C:22]2[CH:21]=[C:20]3[CH:25]=[CH:24][CH:23]=2)[CH2:10][CH2:9]1)[C:41]([O:43][CH3:44])=[O:42])([CH3:48])([CH3:47])[CH3:49].